Task: Predict the reactants needed to synthesize the given product.. Dataset: Full USPTO retrosynthesis dataset with 1.9M reactions from patents (1976-2016) (1) Given the product [Cl:27][C:12]1[CH:13]=[C:14]2[C:9](=[CH:10][CH:11]=1)[N:8]=[C:7]([N:28]1[CH2:33][CH2:32][CH2:31][CH2:30][CH2:29]1)[C:6]([C:4]([OH:5])=[O:3])=[C:15]2[CH2:16][C:17]1[CH:22]=[CH:21][CH:20]=[CH:19][C:18]=1[C:23]([F:26])([F:24])[F:25], predict the reactants needed to synthesize it. The reactants are: C([O:3][C:4]([C:6]1[C:7]([N:28]2[CH2:33][CH2:32][CH2:31][CH2:30][CH2:29]2)=[N:8][C:9]2[C:14]([C:15]=1[CH2:16][C:17]1[CH:22]=[CH:21][CH:20]=[CH:19][C:18]=1[C:23]([F:26])([F:25])[F:24])=[CH:13][C:12]([Cl:27])=[CH:11][CH:10]=2)=[O:5])C.[OH-].[Na+]. (2) Given the product [CH2:14]([N:16]([CH2:2][C:3]1[N:8]=[C:7]([C:9]([O:11][CH2:12][CH3:13])=[O:10])[CH:6]=[CH:5][CH:4]=1)[CH2:17][CH3:18])[CH3:15], predict the reactants needed to synthesize it. The reactants are: Cl[CH2:2][C:3]1[N:8]=[C:7]([C:9]([O:11][CH2:12][CH3:13])=[O:10])[CH:6]=[CH:5][CH:4]=1.[CH2:14]([NH:16][CH2:17][CH3:18])[CH3:15].C([O-])([O-])=O.[K+].[K+]. (3) Given the product [CH3:1][N:2]1[CH2:7][CH2:6][N:5]([C:22](=[O:23])[C:21]2[CH:20]=[CH:19][C:18]([N+:15]([O-:17])=[O:16])=[CH:26][CH:25]=2)[CH2:4][CH2:3]1, predict the reactants needed to synthesize it. The reactants are: [CH3:1][N:2]1[CH2:7][CH2:6][NH:5][CH2:4][CH2:3]1.C(N(CC)CC)C.[N+:15]([C:18]1[CH:26]=[CH:25][C:21]([C:22](Cl)=[O:23])=[CH:20][CH:19]=1)([O-:17])=[O:16].O. (4) Given the product [C:14]([O:13][C:11]([N:18]1[CH2:23][CH2:22][N:21]([C:2]2[CH:7]=[N:6][C:5]([N+:8]([O-:10])=[O:9])=[CH:4][CH:3]=2)[C:20](=[O:24])[CH2:19]1)=[O:12])([CH3:17])([CH3:15])[CH3:16], predict the reactants needed to synthesize it. The reactants are: Br[C:2]1[CH:3]=[CH:4][C:5]([N+:8]([O-:10])=[O:9])=[N:6][CH:7]=1.[C:11]([N:18]1[CH2:23][CH2:22][NH:21][C:20](=[O:24])[CH2:19]1)([O:13][C:14]([CH3:17])([CH3:16])[CH3:15])=[O:12].C(=O)([O-])[O-].[Cs+].[Cs+].